From a dataset of NCI-60 drug combinations with 297,098 pairs across 59 cell lines. Regression. Given two drug SMILES strings and cell line genomic features, predict the synergy score measuring deviation from expected non-interaction effect. (1) Drug 1: CC1=C(C=C(C=C1)NC(=O)C2=CC=C(C=C2)CN3CCN(CC3)C)NC4=NC=CC(=N4)C5=CN=CC=C5. Drug 2: C1CC(=O)NC(=O)C1N2C(=O)C3=CC=CC=C3C2=O. Cell line: HL-60(TB). Synergy scores: CSS=-1.51, Synergy_ZIP=3.48, Synergy_Bliss=3.98, Synergy_Loewe=-2.77, Synergy_HSA=-2.20. (2) Drug 1: C1CN1C2=NC(=NC(=N2)N3CC3)N4CC4. Drug 2: COC1=C2C(=CC3=C1OC=C3)C=CC(=O)O2. Cell line: RXF 393. Synergy scores: CSS=11.1, Synergy_ZIP=-2.89, Synergy_Bliss=-0.246, Synergy_Loewe=-14.9, Synergy_HSA=-1.06.